Dataset: Forward reaction prediction with 1.9M reactions from USPTO patents (1976-2016). Task: Predict the product of the given reaction. (1) Given the reactants [F:1][C:2]1[CH:3]=[CH:4][C:5]([O:10][C:11]2[CH:20]=[CH:19][C:14]3[C:15]([CH3:18])=[N:16][O:17][C:13]=3[CH:12]=2)=[C:6]([CH:9]=1)[CH2:7][NH2:8].FC(F)(F)C[O:24][C:25](=O)[NH:26][C:27]1[N:28]([C:36]2[CH:41]=[CH:40][C:39]([CH3:42])=[CH:38][CH:37]=2)[N:29]=[C:30]([C:32]([CH3:35])([CH3:34])[CH3:33])[CH:31]=1.C(N(C(C)C)CC)(C)C, predict the reaction product. The product is: [C:32]([C:30]1[CH:31]=[C:27]([NH:26][C:25]([NH:8][CH2:7][C:6]2[CH:9]=[C:2]([F:1])[CH:3]=[CH:4][C:5]=2[O:10][C:11]2[CH:20]=[CH:19][C:14]3[C:15]([CH3:18])=[N:16][O:17][C:13]=3[CH:12]=2)=[O:24])[N:28]([C:36]2[CH:41]=[CH:40][C:39]([CH3:42])=[CH:38][CH:37]=2)[N:29]=1)([CH3:35])([CH3:33])[CH3:34]. (2) Given the reactants [CH2:1]([O:8][C:9]([NH:11][C:12]1[CH:17]=[CH:16][C:15]([C:18]2[CH2:23][CH2:22][CH:21](OS(C)(=O)=O)[CH2:20][CH:19]=2)=[CH:14][C:13]=1[F:29])=[O:10])[C:2]1[CH:7]=[CH:6][CH:5]=[CH:4][CH:3]=1.[CH3:30][C@H:31]1[CH2:35][CH2:34][CH2:33][NH:32]1.C([O-])([O-])=O.[K+].[K+].CO, predict the reaction product. The product is: [CH2:1]([O:8][C:9](=[O:10])[NH:11][C:12]1[CH:17]=[CH:16][C:15]([C:18]2[CH2:23][CH2:22][CH:21]([N:32]3[CH2:33][CH2:34][CH2:35][C@@H:31]3[CH3:30])[CH2:20][CH:19]=2)=[CH:14][C:13]=1[F:29])[C:2]1[CH:7]=[CH:6][CH:5]=[CH:4][CH:3]=1.